From a dataset of Forward reaction prediction with 1.9M reactions from USPTO patents (1976-2016). Predict the product of the given reaction. (1) Given the reactants Br[C:2]1[CH:10]=[C:9]([C:11]([F:14])([F:13])[F:12])[CH:8]=[C:7]2[C:3]=1[CH:4]=[N:5][NH:6]2.[F:15][C:16]1[C:24]2[C:19](=[N:20][CH:21]=[C:22](B(O)O)[CH:23]=2)[NH:18][CH:17]=1.[C:28]([O-:31])(O)=[O:29].[Na+], predict the reaction product. The product is: [C:28]([OH:31])([C:11]([F:14])([F:13])[F:12])=[O:29].[F:15][C:16]1[C:24]2[C:19](=[N:20][CH:21]=[C:22]([C:2]3[CH:10]=[C:9]([C:11]([F:14])([F:13])[F:12])[CH:8]=[C:7]4[C:3]=3[CH:4]=[N:5][NH:6]4)[CH:23]=2)[NH:18][CH:17]=1. (2) Given the reactants F[C:2](F)(F)[C:3](O)=O.[CH2:8]([C:10]1([C:16]2[CH:17]=[C:18]([NH:22][S:23]([CH3:26])(=[O:25])=[O:24])[CH:19]=[CH:20][CH:21]=2)[CH:15]2[CH:11]1[CH2:12][NH:13][CH2:14]2)[CH3:9].C(O[BH-](O[C:37](=O)[CH3:38])OC(=O)C)(=O)C.[Na+].Cl[CH2:42][CH2:43]Cl, predict the reaction product. The product is: [CH2:8]([C:10]1([C:16]2[CH:17]=[C:18]([NH:22][S:23]([CH3:26])(=[O:25])=[O:24])[CH:19]=[CH:20][CH:21]=2)[CH:15]2[CH:11]1[CH2:12][N:13]([CH2:8][CH:10]1[CH2:15][CH:11]1[C:3]1[CH:2]=[CH:38][CH:37]=[CH:43][CH:42]=1)[CH2:14]2)[CH3:9]. (3) Given the reactants [Si]([O:8][CH2:9][CH2:10][CH2:11][C@@:12]1([C:30]2[CH:35]=[CH:34][CH:33]=[CH:32][CH:31]=2)[O:17][C:16](=[O:18])[N:15]([C@H:19]([C:21]2[CH:26]=[CH:25][C:24]([CH2:27][O:28][CH3:29])=[CH:23][CH:22]=2)[CH3:20])[CH2:14][CH2:13]1)(C(C)(C)C)(C)C.CCCC[N+](CCCC)(CCCC)CCCC.[F-], predict the reaction product. The product is: [OH:8][CH2:9][CH2:10][CH2:11][C@@:12]1([C:30]2[CH:31]=[CH:32][CH:33]=[CH:34][CH:35]=2)[O:17][C:16](=[O:18])[N:15]([C@H:19]([C:21]2[CH:22]=[CH:23][C:24]([CH2:27][O:28][CH3:29])=[CH:25][CH:26]=2)[CH3:20])[CH2:14][CH2:13]1. (4) Given the reactants COC1C=C(OC)C=CC=1C[N:6]([C:31]1[S:35][N:34]=[CH:33][N:32]=1)[S:7]([C:10]1[CH:15]=[C:14]([F:16])[C:13]([O:17][C@@H:18]2[CH2:23][CH2:22][CH2:21][CH2:20][C@@H:19]2[C:24]2[CH:29]=[CH:28][CH:27]=[CH:26][CH:25]=2)=[CH:12][C:11]=1[F:30])(=[O:9])=[O:8].C([SiH](CC)CC)C.FC(F)(F)C(O)=O, predict the reaction product. The product is: [F:30][C:11]1[CH:12]=[C:13]([O:17][C@@H:18]2[CH2:23][CH2:22][CH2:21][CH2:20][C@@H:19]2[C:24]2[CH:25]=[CH:26][CH:27]=[CH:28][CH:29]=2)[C:14]([F:16])=[CH:15][C:10]=1[S:7]([NH:6][C:31]1[S:35][N:34]=[CH:33][N:32]=1)(=[O:9])=[O:8]. (5) Given the reactants CC1(C)C(C)(C)OB([C:9]2[CH:26]=[CH:25][C:12]3[CH2:13][CH2:14][N:15]([C:18]([O:20][C:21]([CH3:24])([CH3:23])[CH3:22])=[O:19])[CH2:16][CH2:17][C:11]=3[CH:10]=2)O1.Br[C:29]1[S:33][C:32]([C:34]2[CH:35]=[CH:36][C:37]([O:42][CH:43]([CH3:45])[CH3:44])=[C:38]([CH:41]=2)[C:39]#[N:40])=[N:31][N:30]=1.P([O-])([O-])([O-])=O.[K+].[K+].[K+], predict the reaction product. The product is: [C:39]([C:38]1[CH:41]=[C:34]([C:32]2[S:33][C:29]([C:9]3[CH:26]=[CH:25][C:12]4[CH2:13][CH2:14][N:15]([C:18]([O:20][C:21]([CH3:23])([CH3:22])[CH3:24])=[O:19])[CH2:16][CH2:17][C:11]=4[CH:10]=3)=[N:30][N:31]=2)[CH:35]=[CH:36][C:37]=1[O:42][CH:43]([CH3:45])[CH3:44])#[N:40].